This data is from Full USPTO retrosynthesis dataset with 1.9M reactions from patents (1976-2016). The task is: Predict the reactants needed to synthesize the given product. (1) Given the product [F:20][C:21]1[CH:22]=[CH:23][C:24]([O:30][CH2:31][CH:32]2[CH2:33][CH2:34][O:35][CH2:36][CH2:37]2)=[C:25]([C:2]2[N:7]=[CH:6][N:5]=[C:4]([NH:8][C:9]3[CH:14]=[CH:13][CH:12]=[C:11]([CH2:15][S:16]([CH3:19])(=[O:18])=[O:17])[CH:10]=3)[N:3]=2)[CH:26]=1, predict the reactants needed to synthesize it. The reactants are: Cl[C:2]1[N:7]=[CH:6][N:5]=[C:4]([NH:8][C:9]2[CH:14]=[CH:13][CH:12]=[C:11]([CH2:15][S:16]([CH3:19])(=[O:18])=[O:17])[CH:10]=2)[N:3]=1.[F:20][C:21]1[CH:22]=[CH:23][C:24]([O:30][CH2:31][CH:32]2[CH2:37][CH2:36][O:35][CH2:34][CH2:33]2)=[C:25](B(O)O)[CH:26]=1. (2) Given the product [Cl:1][C:2]1[CH:3]=[C:4]([CH:25]=[CH:26][C:27]=1[F:28])[CH2:5][C:6]1[S:7][C:8]2[C:15]([C:16]3[CH:17]=[C:18]([CH:22]=[CH:23][CH:24]=3)[C:19]([NH:29][CH2:30][CH2:31][OH:32])=[O:20])=[CH:14][CH:13]=[CH:12][C:9]=2[C:10]=1[CH3:11], predict the reactants needed to synthesize it. The reactants are: [Cl:1][C:2]1[CH:3]=[C:4]([CH:25]=[CH:26][C:27]=1[F:28])[CH2:5][C:6]1[S:7][C:8]2[C:15]([C:16]3[CH:17]=[C:18]([CH:22]=[CH:23][CH:24]=3)[C:19](O)=[O:20])=[CH:14][CH:13]=[CH:12][C:9]=2[C:10]=1[CH3:11].[NH2:29][CH2:30][CH2:31][OH:32].CCN=C=NCCCN(C)C.C1C=CC2N(O)N=NC=2C=1. (3) Given the product [CH3:37][O:38][CH2:39][CH2:40][N:41]1[CH2:45][C@@H:44]([C:46]2[CH:51]=[CH:50][CH:49]=[CH:48][CH:47]=2)[C@H:43]([NH:52][C:21]([NH:12][C:11]2[N:7]([C:1]3[CH:2]=[CH:3][CH:4]=[CH:5][CH:6]=3)[N:8]=[C:9]3[CH2:15][CH2:14][CH2:13][C:10]=23)=[S:22])[CH2:42]1, predict the reactants needed to synthesize it. The reactants are: [C:1]1([N:7]2[C:11]([NH2:12])=[C:10]3[CH2:13][CH2:14][CH2:15][C:9]3=[N:8]2)[CH:6]=[CH:5][CH:4]=[CH:3][CH:2]=1.N1([C:21](N2C=CN=C2)=[S:22])C=CN=C1.CCN(C(C)C)C(C)C.[CH3:37][O:38][CH2:39][CH2:40][N:41]1[CH2:45][C@@H:44]([C:46]2[CH:51]=[CH:50][CH:49]=[CH:48][CH:47]=2)[C@H:43]([NH2:52])[CH2:42]1. (4) Given the product [CH2:10]([C:12]1[CH:21]=[C:20]([C:22]2[N:26]=[C:25]([C:27]3[CH:32]=[C:31]([CH3:33])[C:30]([CH2:34][CH:35]([CH3:36])[CH3:37])=[CH:29][N:28]=3)[O:24][N:23]=2)[CH:19]=[C:18]([CH3:38])[C:13]=1[O:14][CH2:15][CH2:16][NH:8][CH2:7][CH2:6][C:5]([OH:4])=[O:9])[CH3:11], predict the reactants needed to synthesize it. The reactants are: Cl.C([O:4][C:5](=[O:9])[CH2:6][CH2:7][NH2:8])C.[CH2:10]([C:12]1[CH:21]=[C:20]([C:22]2[N:26]=[C:25]([C:27]3[CH:32]=[C:31]([CH3:33])[C:30]([CH2:34][CH:35]([CH3:37])[CH3:36])=[CH:29][N:28]=3)[O:24][N:23]=2)[CH:19]=[C:18]([CH3:38])[C:13]=1[O:14][CH2:15][CH2:16]N)[CH3:11].C(N(CC)CC)C. (5) Given the product [Cl:18][C:15]1[N:14]=[CH:13][C:12]([NH:11][C:9]([C:3]2[N:4]=[CH:5][N:6]([CH2:7][CH3:8])[C:2]=2[NH:1][C:23](=[O:24])[CH2:22][CH:21]([CH3:26])[C:20]([F:28])([F:27])[F:19])=[O:10])=[CH:17][CH:16]=1, predict the reactants needed to synthesize it. The reactants are: [NH2:1][C:2]1[N:6]([CH2:7][CH3:8])[CH:5]=[N:4][C:3]=1[C:9]([NH:11][C:12]1[CH:13]=[N:14][C:15]([Cl:18])=[CH:16][CH:17]=1)=[O:10].[F:19][C:20]([F:28])([F:27])[CH:21]([CH3:26])[CH2:22][C:23](O)=[O:24].O=C1N(P(Cl)(N2CCOC2=O)=O)CCO1.C(N(CC)C(C)C)(C)C. (6) Given the product [ClH:38].[CH3:29][C:30]1[CH:37]=[CH:36][C:33]([CH2:34][N:9]2[CH2:14][CH2:13][CH:12]([CH2:15][O:16][C:17]3[CH:26]=[CH:25][CH:24]=[C:23]4[C:18]=3[C:19]([NH2:28])=[N:20][C:21]([NH2:27])=[N:22]4)[CH2:11][CH2:10]2)=[CH:32][CH:31]=1, predict the reactants needed to synthesize it. The reactants are: C(N)C1C=CC=CC=1.[NH:9]1[CH2:14][CH2:13][CH:12]([CH2:15][O:16][C:17]2[CH:26]=[CH:25][CH:24]=[C:23]3[C:18]=2[C:19]([NH2:28])=[N:20][C:21]([NH2:27])=[N:22]3)[CH2:11][CH2:10]1.[CH3:29][C:30]1[CH:37]=[CH:36][C:33]([CH2:34]Br)=[CH:32][CH:31]=1.[ClH:38].O1CCOCC1. (7) Given the product [C:1]([C:5]1[CH:10]=[CH:9][C:8]([C:14](=[O:15])[CH2:13][CH2:12][Cl:11])=[CH:7][CH:6]=1)([CH3:4])([CH3:3])[CH3:2], predict the reactants needed to synthesize it. The reactants are: [C:1]([C:5]1[CH:10]=[CH:9][CH:8]=[CH:7][CH:6]=1)([CH3:4])([CH3:3])[CH3:2].[Cl:11][CH2:12][CH2:13][C:14](Cl)=[O:15].[Al+3].[Cl-].[Cl-].[Cl-]. (8) Given the product [C:1]([O:5][C:6]([N:8]1[CH2:12][C@H:11]([CH2:13][CH2:14][C:15]2[CH:20]=[CH:19][CH:18]=[CH:17][CH:16]=2)[C@@H:10]([CH2:21][OH:22])[CH2:9]1)=[O:7])([CH3:4])([CH3:3])[CH3:2], predict the reactants needed to synthesize it. The reactants are: [C:1]([O:5][C:6]([N:8]1[CH2:12][C@H:11]([CH2:13][CH2:14][C:15]2[CH:20]=[CH:19][CH:18]=[CH:17][CH:16]=2)[C@@H:10]([C:21](O)=[O:22])[CH2:9]1)=[O:7])([CH3:4])([CH3:3])[CH3:2].CSC.B.CO. (9) Given the product [CH3:12][N:7]1[C:6]2[CH:11]=[C:2]([CH3:1])[CH:3]=[CH:4][C:5]=2[O:9][C:8]1=[O:10], predict the reactants needed to synthesize it. The reactants are: [CH3:1][C:2]1[CH:3]=[CH:4][C:5]2[O:9][C:8](=[O:10])[NH:7][C:6]=2[CH:11]=1.[C:12](=O)([O-])[O-].[K+].[K+].S(OC)(OC)(=O)=O.C(OCC)C.